The task is: Predict the product of the given reaction.. This data is from Forward reaction prediction with 1.9M reactions from USPTO patents (1976-2016). Given the reactants [O:1]=[C:2]1[CH:6]2[CH2:7][N:8]([C:11]([O:13][C:14]([CH3:17])([CH3:16])[CH3:15])=[O:12])[CH2:9][CH2:10][N:5]2[CH2:4][CH:3]1C(OC)=O.CS(C)=O.[Na+].[Cl-], predict the reaction product. The product is: [O:1]=[C:2]1[CH:6]2[CH2:7][N:8]([C:11]([O:13][C:14]([CH3:17])([CH3:16])[CH3:15])=[O:12])[CH2:9][CH2:10][N:5]2[CH2:4][CH2:3]1.